This data is from Reaction yield outcomes from USPTO patents with 853,638 reactions. The task is: Predict the reaction yield, written as a fraction of the theoretical maximum amount of product (1.0 means a 100% yield; for example, 0.34 means a 34% yield). (1) The reactants are [C:1](O)([C:3](F)(F)F)=[O:2].CC([N:12]([CH2:16][C:17]1[CH:22]=[CH:21][CH:20]=[C:19]([CH2:23][N:24]2[C:32]3[C:27](=[C:28]([C:33]#[N:34])[CH:29]=[CH:30][CH:31]=3)[C:26]([NH:35][S:36]([C:39]3[S:40][C:41]([Cl:44])=[CH:42][CH:43]=3)(=[O:38])=[O:37])=[N:25]2)[CH:18]=1)C(=O)[O-])(C)C.C(N(CC)CC)C.C(OC(=O)C)(=O)C. The catalyst is C(Cl)Cl.O. The product is [Cl:44][C:41]1[S:40][C:39]([S:36]([NH:35][C:26]2[C:27]3[C:32](=[CH:31][CH:30]=[CH:29][C:28]=3[C:33]#[N:34])[N:24]([CH2:23][C:19]3[CH:18]=[C:17]([CH2:16][NH:12][C:1](=[O:2])[CH3:3])[CH:22]=[CH:21][CH:20]=3)[N:25]=2)(=[O:37])=[O:38])=[CH:43][CH:42]=1. The yield is 0.0700. (2) The reactants are [S:1]1[CH:5]=[CH:4][C:3]2[CH:6]=[C:7]([CH:10]3[C:19]4[C:14](=[CH:15][CH:16]=[CH:17][CH:18]=4)[CH2:13][NH:12][CH2:11]3)[CH:8]=[CH:9][C:2]1=2.Cl[CH2:21][C:22]#[N:23].[C:24](=[O:27])([O-:26])[O-].[Cs+].[Cs+].[C:30]([O:33]CC)(=[O:32])C. The catalyst is CN(C=O)C. The product is [C:30]([OH:33])(=[O:32])/[CH:21]=[CH:22]/[C:24]([OH:26])=[O:27].[S:1]1[CH:5]=[CH:4][C:3]2[CH:6]=[C:7]([CH:10]3[C:19]4[C:14](=[CH:15][CH:16]=[CH:17][CH:18]=4)[CH2:13][N:12]([CH2:21][C:22]#[N:23])[CH2:11]3)[CH:8]=[CH:9][C:2]1=2. The yield is 0.310. (3) The reactants are [F:1][C:2]1[CH:7]=[CH:6][CH:5]=[C:4]([F:8])[C:3]=1[N:9]1[C:14]2[N:15]=[C:16](S(C)=O)[N:17]=[C:18]([C:19]3[CH:20]=[C:21]([CH:32]=[CH:33][C:34]=3[CH3:35])[C:22]([NH:24][C:25]3[CH:30]=[CH:29][C:28]([F:31])=[CH:27][CH:26]=3)=[O:23])[C:13]=2[CH2:12][NH:11][C:10]1=[O:39].[CH2:40]([N:44]([CH2:49][CH2:50][CH2:51][CH3:52])[CH2:45][CH2:46][CH2:47][NH2:48])[CH2:41][CH2:42][CH3:43]. The catalyst is C1COCC1. The product is [CH2:40]([N:44]([CH2:49][CH2:50][CH2:51][CH3:52])[CH2:45][CH2:46][CH2:47][NH:48][C:16]1[N:17]=[C:18]([C:19]2[CH:20]=[C:21]([CH:32]=[CH:33][C:34]=2[CH3:35])[C:22]([NH:24][C:25]2[CH:30]=[CH:29][C:28]([F:31])=[CH:27][CH:26]=2)=[O:23])[C:13]2[CH2:12][NH:11][C:10](=[O:39])[N:9]([C:3]3[C:2]([F:1])=[CH:7][CH:6]=[CH:5][C:4]=3[F:8])[C:14]=2[N:15]=1)[CH2:41][CH2:42][CH3:43]. The yield is 0.660. (4) The reactants are [NH:1]([C:3](=[O:9])[C:4]([O:6][CH2:7][CH3:8])=[O:5])[NH2:2].[Si:10]([O:27][CH2:28][C:29](O)=[O:30])([C:23]([CH3:26])([CH3:25])[CH3:24])([C:17]1[CH:22]=[CH:21][CH:20]=[CH:19][CH:18]=1)[C:11]1[CH:16]=[CH:15][CH:14]=[CH:13][CH:12]=1.Cl.CN(C)CCCN=C=NCC.ON1C2C=CC=CC=2N=N1. The catalyst is C(#N)C.C(OCC)(=O)C.C(N(CC)CC)C. The product is [Si:10]([O:27][CH2:28][C:29]([NH:2][NH:1][C:3](=[O:9])[C:4]([O:6][CH2:7][CH3:8])=[O:5])=[O:30])([C:23]([CH3:25])([CH3:26])[CH3:24])([C:17]1[CH:18]=[CH:19][CH:20]=[CH:21][CH:22]=1)[C:11]1[CH:12]=[CH:13][CH:14]=[CH:15][CH:16]=1. The yield is 0.300.